The task is: Regression. Given a peptide amino acid sequence and an MHC pseudo amino acid sequence, predict their binding affinity value. This is MHC class II binding data.. This data is from Peptide-MHC class II binding affinity with 134,281 pairs from IEDB. (1) The peptide sequence is TDAATLAQEAGNFER. The MHC is HLA-DPA10103-DPB10401 with pseudo-sequence HLA-DPA10103-DPB10401. The binding affinity (normalized) is 0. (2) The peptide sequence is EFRVSTTENVVNLSN. The MHC is DRB3_0101 with pseudo-sequence DRB3_0101. The binding affinity (normalized) is 0.717. (3) The peptide sequence is KLRSAGEVEIQFRRV. The MHC is DRB1_1101 with pseudo-sequence DRB1_1101. The binding affinity (normalized) is 0.241. (4) The peptide sequence is LAECARRRLRTLVLA. The MHC is DRB1_0801 with pseudo-sequence DRB1_0801. The binding affinity (normalized) is 0.642.